From a dataset of Full USPTO retrosynthesis dataset with 1.9M reactions from patents (1976-2016). Predict the reactants needed to synthesize the given product. Given the product [Cl:5][C:6]1[CH:13]=[CH:12][C:9]([C:10]2[NH:3][CH2:2][CH2:1][N:4]=2)=[CH:8][CH:7]=1, predict the reactants needed to synthesize it. The reactants are: [CH2:1]([NH2:4])[CH2:2][NH2:3].[Cl:5][C:6]1[CH:13]=[CH:12][C:9]([CH:10]=O)=[CH:8][CH:7]=1.C(=O)([O-])[O-].[K+].[K+].II.S([O-])([O-])=O.[Na+].[Na+].